From a dataset of Full USPTO retrosynthesis dataset with 1.9M reactions from patents (1976-2016). Predict the reactants needed to synthesize the given product. Given the product [NH2:1][C:2]1[N:7]=[C:6]([C:8]2[CH:9]=[CH:10][C:11]([F:22])=[C:12]([C:14]([C:16]3[CH:21]=[CH:20][CH:19]=[CH:18][CH:17]=3)=[O:15])[CH:13]=2)[CH:5]=[CH:4][N:3]=1, predict the reactants needed to synthesize it. The reactants are: [NH2:1][C:2]1[N:7]=[C:6]([C:8]2[CH:9]=[CH:10][C:11]([F:22])=[C:12]([CH:14]([C:16]3[CH:21]=[CH:20][CH:19]=[CH:18][CH:17]=3)[OH:15])[CH:13]=2)[CH:5]=[CH:4][N:3]=1.CC(OI1(OC(C)=O)(OC(C)=O)OC(=O)C2C=CC=CC1=2)=O.